This data is from Full USPTO retrosynthesis dataset with 1.9M reactions from patents (1976-2016). The task is: Predict the reactants needed to synthesize the given product. (1) Given the product [CH2:26]([O:25][P:16]([O:10][CH2:9][CH2:8][NH:7][C:6](=[O:11])[O:5][C:1]([CH3:4])([CH3:2])[CH3:3])([O:17][CH2:18][C:19]1[CH:20]=[CH:21][CH:22]=[CH:23][CH:24]=1)=[O:49])[C:27]1[CH:28]=[CH:29][CH:30]=[CH:31][CH:32]=1, predict the reactants needed to synthesize it. The reactants are: [C:1]([O:5][C:6](=[O:11])[NH:7][CH2:8][CH2:9][OH:10])([CH3:4])([CH3:3])[CH3:2].C(N(C(C)C)[P:16]([O:25][CH2:26][C:27]1[CH:32]=[CH:31][CH:30]=[CH:29][CH:28]=1)[O:17][CH2:18][C:19]1[CH:24]=[CH:23][CH:22]=[CH:21][CH:20]=1)(C)C.N1C=NN=N1.C1C=C(Cl)C=C(C(OO)=[O:49])C=1. (2) Given the product [CH3:1][N:2]([C:4]([NH:6][C:7]([NH2:9])=[NH:8])=[NH:5])[CH3:3].[C:11]([OH:24])(=[O:23])[CH2:12][CH2:13][CH2:14][CH2:15][CH2:16][CH2:17][CH2:18][CH2:19][CH2:20][CH2:21][CH3:22], predict the reactants needed to synthesize it. The reactants are: [CH3:1][N:2]([C:4]([N:6]=[C:7]([NH2:9])[NH2:8])=[NH:5])[CH3:3].Cl.[C:11]([OH:24])(=[O:23])[CH2:12][CH2:13][CH2:14][CH2:15][CH2:16][CH2:17][CH2:18][CH2:19][CH2:20][CH2:21][CH3:22].C([O-])(=O)CCCCCCCCCCC.[Na+]. (3) Given the product [N+:1]([CH:4]=[CH:5][C:7]1[CH:8]=[C:9]([O:13][CH2:14][C:15]([F:16])([F:17])[F:18])[CH:10]=[CH:11][CH:12]=1)([O-:3])=[O:2], predict the reactants needed to synthesize it. The reactants are: [N+:1]([CH2:4][CH:5]([C:7]1[CH:12]=[CH:11][CH:10]=[C:9]([O:13][CH2:14][C:15]([F:18])([F:17])[F:16])[CH:8]=1)O)([O-:3])=[O:2].CS(Cl)(=O)=O.C(N(CC)CC)C.C(OCC)(=O)C. (4) Given the product [CH3:42][O:44][C:1](=[O:17])/[CH:2]=[CH:3]/[CH2:4][CH2:5][CH2:6][CH2:7][CH2:8][CH2:9][CH2:10]/[CH:11]=[CH:12]\[CH2:37][CH2:38][CH2:39][CH2:40][CH2:41][CH3:36], predict the reactants needed to synthesize it. The reactants are: [CH:1](=[O:17])[CH2:2][CH2:3][CH2:4][CH2:5][CH2:6][CH2:7][CH2:8]/[CH:9]=[CH:10]\[CH2:11][CH2:12]CCCC.[C:36]1(P([C:36]2[CH:41]=[CH:40][CH:39]=[CH:38][CH:37]=2)([C:36]2[CH:41]=[CH:40][CH:39]=[CH:38][CH:37]=2)=CC(OC)=O)[CH:41]=[CH:40][CH:39]=[CH:38][CH:37]=1.[CH2:42]([O:44]CC)C.